Dataset: Full USPTO retrosynthesis dataset with 1.9M reactions from patents (1976-2016). Task: Predict the reactants needed to synthesize the given product. (1) Given the product [Si:39]([CH:38]([OH:20])[CH2:37][O:5][C@@H:4]1[C@@H:6]([CH2:7][OH:8])[O:9][C@@H:1]([N:10]2[C:19]3[N:18]=[CH:17][N:16]=[C:14]([NH2:15])[C:13]=3[N:12]=[CH:11]2)[C@@H:2]1[OH:3])([C:42]([CH3:45])([CH3:44])[CH3:43])([CH3:41])[CH3:40], predict the reactants needed to synthesize it. The reactants are: [C@@H:1]1([N:10]2[C:19]3[N:18]=[CH:17][N:16]=[C:14]([NH2:15])[C:13]=3[N:12]=[CH:11]2)[O:9][C@H:6]([CH2:7][OH:8])[C@@H:4]([OH:5])[C@H:2]1[OH:3].[O:20]=P12OP3(OP(OP(O3)(O1)=O)(=O)O2)=O.[H-].[Na+].Br[CH2:37][CH2:38][Si:39]([C:42]([CH3:45])([CH3:44])[CH3:43])([CH3:41])[CH3:40]. (2) The reactants are: [Br:1][C:2]1[C:10]2[C:9](Cl)=[N:8][CH:7]=[N:6][C:5]=2[S:4][C:3]=1[C:12]1[CH:17]=[CH:16][C:15]([F:18])=[C:14]([O:19][CH3:20])[CH:13]=1.[OH:21][C@H:22]([CH2:28][C:29]1[CH:34]=[CH:33][CH:32]=[CH:31][C:30]=1[O:35][CH:36]1[CH2:41][CH2:40][CH2:39][CH2:38][O:37]1)[C:23]([O:25][CH2:26][CH3:27])=[O:24].C([O-])([O-])=O.[Cs+].[Cs+].C(O)(C)(C)C. Given the product [Br:1][C:2]1[C:10]2[C:9]([O:21][C@H:22]([CH2:28][C:29]3[CH:34]=[CH:33][CH:32]=[CH:31][C:30]=3[O:35][CH:36]3[CH2:41][CH2:40][CH2:39][CH2:38][O:37]3)[C:23]([O:25][CH2:26][CH3:27])=[O:24])=[N:8][CH:7]=[N:6][C:5]=2[S:4][C:3]=1[C:12]1[CH:17]=[CH:16][C:15]([F:18])=[C:14]([O:19][CH3:20])[CH:13]=1, predict the reactants needed to synthesize it. (3) Given the product [Cl:1][C:2]1[CH:16]=[CH:15][C:5]([CH2:6][O:7][C:8]2[CH:13]=[CH:12][NH:11][C:10](=[O:19])[CH:9]=2)=[CH:4][CH:3]=1, predict the reactants needed to synthesize it. The reactants are: [Cl:1][C:2]1[CH:16]=[CH:15][C:5]([CH2:6][O:7][C:8]2[CH:13]=[CH:12][N+:11]([O-])=[CH:10][CH:9]=2)=[CH:4][CH:3]=1.C(OC(=O)C)(=[O:19])C. (4) Given the product [CH3:27][CH:28]([CH3:34])/[CH:29]=[CH:30]/[C:31]([N:1]1[CH2:5][CH2:4][C@H:3]([NH:6][C:7]2[C:16]3[C:11](=[CH:12][CH:13]=[CH:14][CH:15]=3)[N:10]=[CH:9][CH:8]=2)[CH2:2]1)=[O:32], predict the reactants needed to synthesize it. The reactants are: [NH:1]1[CH2:5][CH2:4][C@H:3]([NH:6][C:7]2[C:16]3[C:11](=[CH:12][CH:13]=[CH:14][CH:15]=3)[N:10]=[CH:9][CH:8]=2)[CH2:2]1.C(N(CC)CC)C.ClCCl.[CH3:27][CH:28]([CH3:34])/[CH:29]=[CH:30]/[C:31](Cl)=[O:32].ClCCl.C1(C)C(S(Cl)(=O)=O)=CC=CC=1. (5) Given the product [Cl:27][C:24]1[CH:25]=[CH:26][C:11]([NH:10][C:38]([C:33]2[C:32]3[CH:31]=[CH:30][N:29]=[CH:28][C:37]=3[CH:36]=[CH:35][CH:34]=2)=[O:39])=[C:12]([C:13]([NH:15][CH2:16][CH:17]2[CH2:22][CH2:21][CH2:20][CH2:19][CH2:18]2)=[O:14])[CH:23]=1, predict the reactants needed to synthesize it. The reactants are: C(N(C(C)C)CC)(C)C.[NH2:10][C:11]1[CH:26]=[CH:25][C:24]([Cl:27])=[CH:23][C:12]=1[C:13]([NH:15][CH2:16][CH:17]1[CH2:22][CH2:21][CH2:20][CH2:19][CH2:18]1)=[O:14].[CH:28]1[C:37]2[CH:36]=[CH:35][CH:34]=[C:33]([C:38](O)=[O:39])[C:32]=2[CH:31]=[CH:30][N:29]=1.CN(C(ON1N=NC2C=CC=NC1=2)=[N+](C)C)C.F[P-](F)(F)(F)(F)F. (6) Given the product [F:20][C:21]1[CH:26]=[CH:25][CH:24]=[CH:23][C:22]=1[C:27]1[CH:32]=[CH:31][C:30]([NH:33][C:11]([C:3]2[CH2:4][C:5]3([CH2:6][CH2:7][O:8][CH2:9][CH2:10]3)[O:1][N:2]=2)=[O:13])=[C:29]([N+:34]([O-:36])=[O:35])[CH:28]=1, predict the reactants needed to synthesize it. The reactants are: [O:1]1[C:5]2([CH2:10][CH2:9][O:8][CH2:7][CH2:6]2)[CH2:4][C:3]([C:11]([OH:13])=O)=[N:2]1.C(Cl)(=O)C(Cl)=O.[F:20][C:21]1[CH:26]=[CH:25][CH:24]=[CH:23][C:22]=1[C:27]1[CH:32]=[CH:31][C:30]([NH2:33])=[C:29]([N+:34]([O-:36])=[O:35])[CH:28]=1.[H-].[Na+].